From a dataset of Forward reaction prediction with 1.9M reactions from USPTO patents (1976-2016). Predict the product of the given reaction. (1) Given the reactants [CH:1]12[CH2:10][CH:5]3[CH2:6][CH:7]([CH2:9][CH:3]([CH2:4]3)[CH:2]1[NH:11][C:12]([C:14]1[CH:15]=[N:16][N:17]([CH3:20])[C:18]=1Cl)=[O:13])[CH2:8]2.[NH:21]1[CH2:27][CH2:26][CH2:25][CH2:24][CH2:23][CH2:22]1, predict the reaction product. The product is: [CH:1]12[CH2:10][CH:5]3[CH2:6][CH:7]([CH2:9][CH:3]([CH2:4]3)[CH:2]1[NH:11][C:12]([C:14]1[CH:15]=[N:16][N:17]([CH3:20])[C:18]=1[N:21]1[CH2:27][CH2:26][CH2:25][CH2:24][CH2:23][CH2:22]1)=[O:13])[CH2:8]2. (2) Given the reactants [OH:1][CH2:2][CH2:3][CH2:4][CH:5]1[O:9][B:8]([OH:10])[C:7]2[CH:11]=[C:12]([O:15][C:16]3[CH:21]=[CH:20][CH:19]=[CH:18][CH:17]=3)[CH:13]=[CH:14][C:6]1=2.CC(C)=[O:24].OS(O)(=O)=O.O=[Cr](=O)=O, predict the reaction product. The product is: [OH:10][B:8]1[C:7]2[CH:11]=[C:12]([O:15][C:16]3[CH:21]=[CH:20][CH:19]=[CH:18][CH:17]=3)[CH:13]=[CH:14][C:6]=2[CH:5]([CH2:4][CH2:3][C:2]([OH:24])=[O:1])[O:9]1. (3) The product is: [N+:17]([C:20]1[CH:25]=[CH:24][CH:23]=[CH:22][C:21]=1[O:26][CH2:10][C:5](=[O:4])[CH3:6])([O-:19])=[O:18]. Given the reactants CC1N(C(C(Cl)Cl)=O)[C:10]2C=CC=[CH:6][C:5]=2[O:4]C1.[N+:17]([C:20]1[CH:25]=[CH:24][CH:23]=[CH:22][C:21]=1[OH:26])([O-:19])=[O:18].ClCC(=O)C, predict the reaction product.